From a dataset of Full USPTO retrosynthesis dataset with 1.9M reactions from patents (1976-2016). Predict the reactants needed to synthesize the given product. (1) Given the product [Br:19][C:20]1[CH:27]=[CH:26][C:23](/[CH:24]=[CH:11]/[C:12]([O:14][C:15]([CH3:16])([CH3:17])[CH3:18])=[O:13])=[CH:22][CH:21]=1.[Br:19][C:20]1[CH:27]=[CH:26][C:23]([C@@H:24]2[CH2:30][C@H:11]2[C:12]([O:14][C:15]([CH3:16])([CH3:17])[CH3:18])=[O:13])=[CH:22][CH:21]=1, predict the reactants needed to synthesize it. The reactants are: [H-].[Na+].C(OP([CH2:11][C:12]([O:14][C:15]([CH3:18])([CH3:17])[CH3:16])=[O:13])(OCC)=O)C.[Br:19][C:20]1[CH:27]=[CH:26][C:23]([CH:24]=O)=[CH:22][CH:21]=1.[NH4+].[Cl-].[CH2:30]1COCC1. (2) Given the product [C:15]([O:14][C:12](=[O:13])[NH:1][C:2]1[CH:9]=[CH:8][C:5]([CH2:6][OH:7])=[CH:4][CH:3]=1)([CH3:18])([CH3:17])[CH3:16], predict the reactants needed to synthesize it. The reactants are: [NH2:1][C:2]1[CH:9]=[CH:8][C:5]([CH2:6][OH:7])=[CH:4][CH:3]=1.[OH-].[Na+].[C:12](O[C:12]([O:14][C:15]([CH3:18])([CH3:17])[CH3:16])=[O:13])([O:14][C:15]([CH3:18])([CH3:17])[CH3:16])=[O:13]. (3) Given the product [CH3:7][CH:6]([CH3:8])[CH:5]([CH2:19][O:20][CH2:21][CH2:22][Si:23]([CH3:26])([CH3:25])[CH3:24])[C:4]([OH:9])=[O:3], predict the reactants needed to synthesize it. The reactants are: C([O:3][C:4](=[O:9])[CH2:5][CH:6]([CH3:8])[CH3:7])C.[Li+].CC([N-]C(C)C)C.Cl[CH2:19][O:20][CH2:21][CH2:22][Si:23]([CH3:26])([CH3:25])[CH3:24].